This data is from Forward reaction prediction with 1.9M reactions from USPTO patents (1976-2016). The task is: Predict the product of the given reaction. (1) Given the reactants [Cl:1][C:2]1[CH:3]=[C:4]2[C:8](=[CH:9][CH:10]=1)[N:7]([CH3:11])[C:6]([C:12]([OH:14])=O)=[C:5]2[CH3:15].C([O:18][C:19](=[O:41])[C:20]([O:23][C:24]1[CH:29]=[CH:28][C:27]([O:30][C:31]2[CH:36]=[CH:35][CH:34]=[C:33]([CH2:37][NH2:38])[CH:32]=2)=[CH:26][C:25]=1[CH2:39]C)([CH3:22])[CH3:21])C, predict the reaction product. The product is: [Cl:1][C:2]1[CH:3]=[C:4]2[C:8](=[CH:9][CH:10]=1)[N:7]([CH3:11])[C:6]([C:12]([NH:38][CH2:37][C:33]1[CH:32]=[C:31]([CH:36]=[CH:35][CH:34]=1)[O:30][C:27]1[CH:28]=[CH:29][C:24]([O:23][C:20]([CH3:22])([CH3:21])[C:19]([OH:41])=[O:18])=[C:25]([CH3:39])[CH:26]=1)=[O:14])=[C:5]2[CH3:15]. (2) Given the reactants [CH2:1]([O:8][C:9]1[CH:14]=[C:13](I)[CH:12]=[CH:11][C:10]=1[N:16]1[S:20](=[O:22])(=[O:21])[NH:19][C:18](=O)[CH2:17]1)[C:2]1[CH:7]=[CH:6][CH:5]=[CH:4][CH:3]=1.[CH2:24]([N:27]1[CH:31]=[C:30](B2OC(C)(C)C(C)(C)O2)[CH:29]=[N:28]1)[CH2:25][CH3:26].C([O-])([O-])=[O:42].[Na+].[Na+], predict the reaction product. The product is: [CH2:1]([O:8][C:9]1[CH:14]=[C:13]([C:30]2[CH:29]=[N:28][N:27]([CH2:24][CH2:25][CH3:26])[CH:31]=2)[CH:12]=[CH:11][C:10]=1[N:16]1[S:20](=[O:22])(=[O:21])[NH:19][CH2:18][C:17]1=[O:42])[C:2]1[CH:7]=[CH:6][CH:5]=[CH:4][CH:3]=1. (3) Given the reactants C1(P(C2CCCCC2)C2C=CC=CC=2C2C=CC=CC=2)CCCCC1.[CH2:26]([O:28][C:29]1[CH:30]=[C:31](/[CH:43]=[C:44](\[CH3:50])/[C:45]([O:47][CH2:48][CH3:49])=[O:46])[CH:32]=[CH:33][C:34]=1OS(C(F)(F)F)(=O)=O)[CH3:27].[CH3:51][NH:52][C:53]1[CH:58]=[CH:57][CH:56]=[C:55](B2OC(C)(C)C(C)(C)O2)[CH:54]=1.P([O-])([O-])([O-])=O.[K+].[K+].[K+].[Cl-].[NH4+], predict the reaction product. The product is: [CH2:26]([O:28][C:29]1[CH:30]=[C:31](/[CH:43]=[C:44](\[CH3:50])/[C:45]([O:47][CH2:48][CH3:49])=[O:46])[CH:32]=[CH:33][C:34]=1[C:55]1[CH:56]=[CH:57][CH:58]=[C:53]([NH:52][CH3:51])[CH:54]=1)[CH3:27]. (4) Given the reactants [CH2:1]([N:8]1[C:20]2[C:19]3[CH:18]=[C:17]([O:21][CH3:22])[C:16]([C:23]4[C:24]([CH3:29])=[N:25][O:26][C:27]=4[CH3:28])=[CH:15][C:14]=3[N:13]=[CH:12][C:11]=2[O:10][C:9]1=[O:30])[C:2]1[CH:7]=[CH:6][CH:5]=[CH:4]C=1.[O:31]1CCCCC1CN1C=COC1=O, predict the reaction product. The product is: [CH3:29][C:24]1[C:23]([C:16]2[C:17]([O:21][CH3:22])=[CH:18][C:19]3[C:20]4[N:8]([CH2:1][CH:2]5[CH2:7][CH2:6][CH2:5][CH2:4][O:31]5)[C:9](=[O:30])[O:10][C:11]=4[CH:12]=[N:13][C:14]=3[CH:15]=2)=[C:27]([CH3:28])[O:26][N:25]=1.